Dataset: Forward reaction prediction with 1.9M reactions from USPTO patents (1976-2016). Task: Predict the product of the given reaction. (1) The product is: [CH3:20][N:21]1[CH2:22][CH2:23][C:24]([CH2:33][O:12][C:11]([C:1]2[C:10]3[C:5](=[CH:6][CH:7]=[CH:8][CH:9]=3)[CH:4]=[CH:3][CH:2]=2)=[O:13])([C:27]2[CH:32]=[CH:31][CH:30]=[CH:29][CH:28]=2)[CH2:25][CH2:26]1. Given the reactants [C:1]1([C:11]([OH:13])=[O:12])[C:10]2[C:5](=[CH:6][CH:7]=[CH:8][CH:9]=2)[CH:4]=[CH:3][CH:2]=1.C(Cl)(=O)C(Cl)=O.[CH3:20][N:21]1[CH2:26][CH2:25][C:24]([CH2:33]O)([C:27]2[CH:32]=[CH:31][CH:30]=[CH:29][CH:28]=2)[CH2:23][CH2:22]1.CN1CCC(C2C=CC=CC=2)(COCC2C3C(=CC=CC=3)C=C(C#N)C=2)CC1, predict the reaction product. (2) Given the reactants [Cl:1][C:2]1[S:31][C:5]2[NH:6][C:7]([C:9]([NH:11][C@@H:12]3[CH2:20][C:19]4[C:14](=[CH:15][CH:16]=[CH:17][CH:18]=4)[C@H:13]3[N:21]([CH3:30])[C:22]([C@@H:24]3[CH2:28][CH2:27][C:26](=[O:29])[O:25]3)=[O:23])=[O:10])=[CH:8][C:4]=2[CH:3]=1.[NH3:32], predict the reaction product. The product is: [Cl:1][C:2]1[S:31][C:5]2[NH:6][C:7]([C:9]([NH:11][C@@H:12]3[CH2:20][C:19]4[C:14](=[CH:15][CH:16]=[CH:17][CH:18]=4)[C@H:13]3[N:21]([CH3:30])[C:22](=[O:23])[C@@H:24]([OH:25])[CH2:28][CH2:27][C:26]([NH2:32])=[O:29])=[O:10])=[CH:8][C:4]=2[CH:3]=1. (3) Given the reactants [Cl:1][C:2]1[CH:3]=[C:4]([CH:18]=[C:19]([CH:21]=O)[CH:20]=1)[CH2:5][O:6][C:7]1[CH:12]=[CH:11][CH:10]=[CH:9][C:8]=1[CH2:13][C:14]([O:16][CH3:17])=[O:15].[F:23][C:24]([F:29])([F:28])[CH:25]([NH2:27])[CH3:26].[BH4-].[Na+], predict the reaction product. The product is: [Cl:1][C:2]1[CH:3]=[C:4]([CH:18]=[C:19]([CH2:21][NH:27][CH:25]([CH3:26])[C:24]([F:29])([F:28])[F:23])[CH:20]=1)[CH2:5][O:6][C:7]1[CH:12]=[CH:11][CH:10]=[CH:9][C:8]=1[CH2:13][C:14]([O:16][CH3:17])=[O:15]. (4) Given the reactants Cl.[O:2]1[C:6]2[CH:7]=[CH:8][CH:9]=[C:10]([C:11]3[CH2:12][CH2:13][NH:14][CH2:15][CH:16]=3)[C:5]=2[O:4][CH2:3]1.C([O-])=O.[NH4+], predict the reaction product. The product is: [O:2]1[C:6]2[CH:7]=[CH:8][CH:9]=[C:10]([CH:11]3[CH2:12][CH2:13][NH:14][CH2:15][CH2:16]3)[C:5]=2[O:4][CH2:3]1. (5) Given the reactants [Br:1][C:2]1[CH:3]=[C:4]2[C:10]([C:11]3[CH:18]=[CH:17][C:14]([C:15]#[N:16])=[CH:13][CH:12]=3)=[C:9]([C:19]3[CH:24]=[CH:23][CH:22]=[CH:21][CH:20]=3)[NH:8][C:5]2=[N:6][CH:7]=1.O1CCCC1.[H-].[Al+3].[Li+].[H-].[H-].[H-].Cl, predict the reaction product. The product is: [Br:1][C:2]1[CH:3]=[C:4]2[C:10]([C:11]3[CH:12]=[CH:13][C:14]([CH2:15][NH2:16])=[CH:17][CH:18]=3)=[C:9]([C:19]3[CH:20]=[CH:21][CH:22]=[CH:23][CH:24]=3)[NH:8][C:5]2=[N:6][CH:7]=1. (6) The product is: [NH2:29][C:18]1[CH:19]=[CH:20][C:21]([N:23]2[CH2:28][CH2:27][CH2:26][CH2:25][CH2:24]2)=[CH:22][C:17]=1[C:16]([NH:15][C:12]1[N:13]=[CH:14][C:9]([C:4]2[CH:5]=[CH:6][C:7]([CH3:8])=[C:2]([CH3:1])[CH:3]=2)=[CH:10][N:11]=1)=[O:32]. Given the reactants [CH3:1][C:2]1[CH:3]=[C:4]([C:9]2[CH:10]=[N:11][C:12]([NH:15][C:16](=[O:32])[C:17]3[CH:22]=[C:21]([N:23]4[CH2:28][CH2:27][CH2:26][CH2:25][CH2:24]4)[CH:20]=[CH:19][C:18]=3[N+:29]([O-])=O)=[N:13][CH:14]=2)[CH:5]=[CH:6][C:7]=1[CH3:8], predict the reaction product. (7) Given the reactants [Br:1][C:2]1[CH:3]=[C:4]2[C:9](=[CH:10][CH:11]=1)[N:8]=[CH:7][C:6]([C:12]([CH:14]1[CH2:16][CH2:15]1)=[O:13])=[C:5]2Cl.[F:18][C@@H:19]1[CH2:23][CH2:22][N:21]([CH:24]2[CH2:29][CH2:28][CH:27]([NH2:30])[CH2:26][CH2:25]2)[CH2:20]1, predict the reaction product. The product is: [Br:1][C:2]1[CH:3]=[C:4]2[C:9](=[CH:10][CH:11]=1)[N:8]=[CH:7][C:6]([C:12]([CH:14]1[CH2:16][CH2:15]1)=[O:13])=[C:5]2[NH:30][CH:27]1[CH2:26][CH2:25][CH:24]([N:21]2[CH2:22][CH2:23][C@@H:19]([F:18])[CH2:20]2)[CH2:29][CH2:28]1. (8) Given the reactants [CH2:1]([C:4]1[S:31][C:7]2[N:8]=[C:9]([O:25][CH2:26][CH2:27][C:28]([OH:30])=[O:29])[N:10]=[C:11]([N:12]3[CH2:17][CH2:16][N:15]4[C:18]([C:21]([F:24])([F:23])[F:22])=[N:19][N:20]=[C:14]4[CH2:13]3)[C:6]=2[CH:5]=1)[CH2:2][CH3:3].C(Cl)(=O)C(Cl)=O.[CH:38](O)([CH3:40])[CH3:39], predict the reaction product. The product is: [CH:38]([O:29][C:28](=[O:30])[CH2:27][CH2:26][O:25][C:9]1[N:10]=[C:11]([N:12]2[CH2:17][CH2:16][N:15]3[C:18]([C:21]([F:22])([F:24])[F:23])=[N:19][N:20]=[C:14]3[CH2:13]2)[C:6]2[CH:5]=[C:4]([CH2:1][CH2:2][CH3:3])[S:31][C:7]=2[N:8]=1)([CH3:40])[CH3:39].